From a dataset of M1 muscarinic receptor agonist screen with 61,833 compounds. Binary Classification. Given a drug SMILES string, predict its activity (active/inactive) in a high-throughput screening assay against a specified biological target. (1) The drug is s1c2nc(SCC(=O)NCc3occc3)n(Cc3occc3)c(=O)c2cc1C. The result is 0 (inactive). (2) The drug is S(c1ncccc1C(OCc1oc(c(c1)C(OC)=O)C)=O)C. The result is 0 (inactive). (3) The drug is S(=O)(=O)(NC(CC(C)C)C(=O)N1CCn2c1nc1c2cccc1)c1cc2CCN(c2cc1)C(=O)C. The result is 0 (inactive). (4) The drug is O(Cc1cc(ccc1)C(O)=O)c1ccc(OCC)cc1. The result is 0 (inactive). (5) The molecule is Fc1ccc(NC(=O)CS(=O)CC(=O)Nc2c3CCCCc3ccc2)cc1. The result is 0 (inactive). (6) The compound is O=C(Nc1cc(OCC(C)C)c(OC)cc1)C1CCCNC1. The result is 0 (inactive). (7) The drug is Fc1ccc(NC(=O)N(CCCN2CCOCC2)Cc2cc3c([nH]c2=O)cc2OCCOc2c3)cc1. The result is 0 (inactive). (8) The drug is O1CCN(C(c2n(nnn2)Cc2ccc(OC)cc2)c2ccncc2)CC1. The result is 0 (inactive). (9) The drug is s1c(c(nc1NC(=O)CSc1c(N)cccc1)C)C. The result is 0 (inactive). (10) The compound is O=C(Nc1nn(nn1)C)CC(C)C. The result is 0 (inactive).